Predict the reaction yield, written as a fraction of the theoretical maximum amount of product (1.0 means a 100% yield; for example, 0.34 means a 34% yield). From a dataset of Reaction yield outcomes from USPTO patents with 853,638 reactions. (1) The reactants are [OH:1][C@H:2]([C@H:4]([CH2:9][CH:10]=[C:11]([CH3:13])[CH3:12])[C:5]([O:7][CH3:8])=[O:6])[CH3:3]. The catalyst is CO.[Pd]. The product is [OH:1][C@H:2]([C@H:4]([CH2:9][CH2:10][CH:11]([CH3:13])[CH3:12])[C:5]([O:7][CH3:8])=[O:6])[CH3:3]. The yield is 0.980. (2) The reactants are [NH:1]1[C:10]2[C:5](=[CH:6][CH:7]=[CH:8][CH:9]=2)[CH2:4][CH2:3][CH2:2]1.[N+:11]([O-])([O-:13])=[O:12].[K+].C([O-])(O)=O.[Na+]. The catalyst is OS(O)(=O)=O. The product is [N+:11]([C:8]1[CH:9]=[C:10]2[C:5]([CH2:4][CH2:3][CH2:2][NH:1]2)=[CH:6][CH:7]=1)([O-:13])=[O:12]. The yield is 0.250. (3) The reactants are C[O:2][C:3](=[O:12])[CH:4]([OH:11])[C:5]1[CH:10]=[CH:9][CH:8]=[CH:7][CH:6]=1.[CH3:13][N:14]([CH3:18])[C:15](Cl)=[O:16]. The catalyst is C1COCC1.CN(C1C=CN=CC=1)C.C(OCC)(=O)C. The product is [CH3:13][N:14]([CH3:18])[C:15]([O:11][CH:4]([C:5]1[CH:10]=[CH:9][CH:8]=[CH:7][CH:6]=1)[C:3]([OH:2])=[O:12])=[O:16]. The yield is 0.830. (4) The reactants are C1(P(C2C=CC=CC=2)C2C=CC=CC=2)C=CC=CC=1.[N:20]1([C:29]2[CH:34]=[CH:33][N:32]=[C:31]([NH:35][C@H:36]3[CH2:41][CH2:40][C@H:39]([CH2:42]O)[CH2:38][CH2:37]3)[N:30]=2)[C:24]2[CH:25]=[CH:26][CH:27]=[CH:28][C:23]=2[N:22]=[N:21]1.CC(OC(/N=N/C(OC(C)C)=O)=O)C.[C:58]1(=[O:68])[NH:62][C:61](=[O:63])[C:60]2=[CH:64][CH:65]=[CH:66][CH:67]=[C:59]12. The catalyst is C1(C)C=CC=CC=1.O. The product is [N:20]1([C:29]2[CH:34]=[CH:33][N:32]=[C:31]([NH:35][C@H:36]3[CH2:37][CH2:38][C@H:39]([CH2:42][N:62]4[C:58](=[O:68])[C:59]5[C:60](=[CH:64][CH:65]=[CH:66][CH:67]=5)[C:61]4=[O:63])[CH2:40][CH2:41]3)[N:30]=2)[C:24]2[CH:25]=[CH:26][CH:27]=[CH:28][C:23]=2[N:22]=[N:21]1. The yield is 0.700.